This data is from Forward reaction prediction with 1.9M reactions from USPTO patents (1976-2016). The task is: Predict the product of the given reaction. (1) Given the reactants [Cl:1][C:2]1[CH:3]=[C:4]([CH:9]=[C:10]([I:12])[CH:11]=1)[C:5](OC)=[O:6].CC(C[AlH]CC(C)C)C, predict the reaction product. The product is: [Cl:1][C:2]1[CH:3]=[C:4]([CH2:5][OH:6])[CH:9]=[C:10]([I:12])[CH:11]=1. (2) Given the reactants [NH2:1][C:2]1[C:11](Br)=[CH:10][CH:9]=[CH:8][C:3]=1[C:4]([O:6][CH3:7])=[O:5].[CH:13]([N:16]([CH:28]([CH3:30])[CH3:29])[C:17]([C:19]1[CH:24]=[CH:23][N:22]=[CH:21][C:20]=1B(O)O)=[O:18])([CH3:15])[CH3:14].C(=O)([O-])[O-].[Cs+].[Cs+].O, predict the reaction product. The product is: [NH2:1][C:2]1[C:11]([C:24]2[CH:23]=[N:22][CH:21]=[CH:20][C:19]=2[C:17](=[O:18])[N:16]([CH:28]([CH3:30])[CH3:29])[CH:13]([CH3:14])[CH3:15])=[CH:10][CH:9]=[CH:8][C:3]=1[C:4]([O:6][CH3:7])=[O:5]. (3) Given the reactants Cl[C:2]1[C:7]([C:8]#[N:9])=[C:6]([C:10]2[CH:15]=[CH:14][C:13]([OH:16])=[CH:12][CH:11]=2)[C:5]([C:17]#[N:18])=[C:4]([O:19][CH3:20])[N:3]=1.[S-2:21].[Na+].[Na+], predict the reaction product. The product is: [OH:16][C:13]1[CH:14]=[CH:15][C:10]([C:6]2[C:7]([C:8]#[N:9])=[C:2]([SH:21])[N:3]=[C:4]([O:19][CH3:20])[C:5]=2[C:17]#[N:18])=[CH:11][CH:12]=1. (4) Given the reactants Cl[C:2]1[C:3]([NH2:8])=[N:4][CH:5]=[CH:6][N:7]=1.[N:9]1[CH:14]=[CH:13][CH:12]=[C:11]([CH2:15][OH:16])[CH:10]=1.[H-].[Na+], predict the reaction product. The product is: [N:9]1[CH:14]=[CH:13][CH:12]=[C:11]([CH2:15][O:16][C:2]2[C:3]([NH2:8])=[N:4][CH:5]=[CH:6][N:7]=2)[CH:10]=1. (5) Given the reactants [O-][N+:2]1[C:11]2[CH:10]=[C:9]([O:12][CH2:13][CH2:14][O:15][CH2:16][CH2:17][NH:18][C:19](=[O:25])[O:20][C:21]([CH3:24])([CH3:23])[CH3:22])[CH:8]=[CH:7][C:6]=2[C:5]2[S:26][C:27]([CH2:29][CH2:30][CH3:31])=[N:28][C:4]=2[CH:3]=1.[OH-].[NH4+:33].C1(C)C=CC(S(Cl)(=O)=O)=CC=1.C(Cl)(Cl)Cl, predict the reaction product. The product is: [NH2:33][C:3]1[C:4]2[N:28]=[C:27]([CH2:29][CH2:30][CH3:31])[S:26][C:5]=2[C:6]2[CH:7]=[CH:8][C:9]([O:12][CH2:13][CH2:14][O:15][CH2:16][CH2:17][NH:18][C:19](=[O:25])[O:20][C:21]([CH3:24])([CH3:23])[CH3:22])=[CH:10][C:11]=2[N:2]=1. (6) Given the reactants [NH2:1][C:2]1[N:6]([C:7]2[CH:8]=[C:9]([CH:14]=[CH:15][CH:16]=2)[O:10][CH2:11][CH2:12][OH:13])[N:5]=[C:4]([C:17]([CH3:20])([CH3:19])[CH3:18])[CH:3]=1.[OH-].[Na+].Cl[C:24]([O:26][CH2:27][C:28]([Cl:31])([Cl:30])[Cl:29])=[O:25], predict the reaction product. The product is: [Cl:29][C:28]([Cl:31])([Cl:30])[CH2:27][O:26][C:24](=[O:25])[NH:1][C:2]1[N:6]([C:7]2[CH:16]=[CH:15][CH:14]=[C:9]([O:10][CH2:11][CH2:12][OH:13])[CH:8]=2)[N:5]=[C:4]([C:17]([CH3:20])([CH3:19])[CH3:18])[CH:3]=1. (7) The product is: [CH2:1]([O:8][C:9]([N:11]([CH3:34])[CH2:12][CH2:13][C:14]1[CH:33]=[CH:32][C:17]([C:18]2[O:31][C:22]3[C:23]([C:24]([O:26][CH3:27])=[O:25])=[CH:28][CH:29]=[CH:30][C:21]=3[N:20]=2)=[CH:16][CH:15]=1)=[O:10])[C:2]1[CH:7]=[CH:6][CH:5]=[CH:4][CH:3]=1. Given the reactants [CH2:1]([O:8][C:9]([N:11]([CH3:34])[CH2:12][CH2:13][C:14]1[CH:33]=[CH:32][C:17]([C:18]([NH:20][C:21]2[C:22]([OH:31])=[C:23]([CH:28]=[CH:29][CH:30]=2)[C:24]([O:26][CH3:27])=[O:25])=O)=[CH:16][CH:15]=1)=[O:10])[C:2]1[CH:7]=[CH:6][CH:5]=[CH:4][CH:3]=1.N1C=CC=CC=1.S(Cl)(Cl)=O, predict the reaction product. (8) Given the reactants Cl[C:2]1[CH:7]=[CH:6][N:5]=[C:4]([NH2:8])[CH:3]=1.[CH3:9][N:10]1[CH2:15][CH2:14][NH:13][CH2:12][CH2:11]1, predict the reaction product. The product is: [CH3:9][N:10]1[CH2:15][CH2:14][N:13]([C:2]2[CH:7]=[CH:6][N:5]=[C:4]([NH2:8])[CH:3]=2)[CH2:12][CH2:11]1. (9) Given the reactants [F:1][C:2]1[CH:3]=[N:4][C:5]2[C:10]([C:11]=1[CH2:12][NH:13][CH2:14][CH2:15][CH2:16][CH:17]1[O:21][C:20](=[O:22])[N:19]([C:23]3[CH:24]=[CH:25][C:26]4[S:31][CH2:30][C:29](=[O:32])[NH:28][C:27]=4[CH:33]=3)[CH2:18]1)=[N:9][C:8]([O:34][CH3:35])=[CH:7][CH:6]=2.[CH2:36]([C@@H:38]1[O:40][CH2:39]1)[Cl:37], predict the reaction product. The product is: [Cl:37][CH2:36][C@H:38]([OH:40])[CH2:39][N:13]([CH2:12][C:11]1[C:10]2[C:5](=[CH:6][CH:7]=[C:8]([O:34][CH3:35])[N:9]=2)[N:4]=[CH:3][C:2]=1[F:1])[CH2:14][CH2:15][CH2:16][CH:17]1[O:21][C:20](=[O:22])[N:19]([C:23]2[CH:24]=[CH:25][C:26]3[S:31][CH2:30][C:29](=[O:32])[NH:28][C:27]=3[CH:33]=2)[CH2:18]1. (10) Given the reactants [C:1]([N:4]1[C:13]2[C:8](=[CH:9][C:10]([C:14]([O:16][CH2:17][CH3:18])=[O:15])=[CH:11][CH:12]=2)[CH:7]([NH:19]C(OCC2C=CC=CC=2)=O)[CH:6]([CH3:30])[CH:5]1[CH2:31][CH3:32])(=[O:3])[CH3:2], predict the reaction product. The product is: [C:1]([N:4]1[C:13]2[C:8](=[CH:9][C:10]([C:14]([O:16][CH2:17][CH3:18])=[O:15])=[CH:11][CH:12]=2)[CH:7]([NH2:19])[CH:6]([CH3:30])[CH:5]1[CH2:31][CH3:32])(=[O:3])[CH3:2].